Task: Predict the product of the given reaction.. Dataset: Forward reaction prediction with 1.9M reactions from USPTO patents (1976-2016) (1) Given the reactants [C:1]([C:4]1[CH:5]=[N:6][C:7]2[C:12]([C:13]=1[NH:14][C@H:15]1[CH2:20][CH2:19][C@H:18]([NH:21][C:22](=[O:28])[O:23][C:24]([CH3:27])([CH3:26])[CH3:25])[CH2:17][CH2:16]1)=[CH:11][C:10](Br)=[CH:9][CH:8]=2)(=[O:3])[CH3:2].[Cl:30][C:31]1[CH:36]=[C:35](B2CC(C)(C)C(C)(C)C2)[CH:34]=[C:33]([O:46][CH3:47])[C:32]=1[OH:48], predict the reaction product. The product is: [C:1]([C:4]1[CH:5]=[N:6][C:7]2[C:12]([C:13]=1[NH:14][C@H:15]1[CH2:20][CH2:19][C@H:18]([NH:21][C:22](=[O:28])[O:23][C:24]([CH3:27])([CH3:26])[CH3:25])[CH2:17][CH2:16]1)=[CH:11][C:10]([C:35]1[CH:34]=[C:33]([O:46][CH3:47])[C:32]([OH:48])=[C:31]([Cl:30])[CH:36]=1)=[CH:9][CH:8]=2)(=[O:3])[CH3:2]. (2) Given the reactants Cl.[CH2:2]([N:9]1[CH2:14][CH2:13][C:12]2([C:18]3[CH:19]=[CH:20][C:21]([O:23]C)=[CH:22][C:17]=3[O:16][CH2:15]2)[CH2:11][CH2:10]1)[C:3]1[CH:8]=[CH:7][CH:6]=[CH:5][CH:4]=1.Br, predict the reaction product. The product is: [CH2:2]([N:9]1[CH2:14][CH2:13][C:12]2([C:18]3[CH:19]=[CH:20][C:21]([OH:23])=[CH:22][C:17]=3[O:16][CH2:15]2)[CH2:11][CH2:10]1)[C:3]1[CH:8]=[CH:7][CH:6]=[CH:5][CH:4]=1. (3) Given the reactants Br[C:2]1[CH:7]=[CH:6][C:5]([Br:8])=[CH:4][N:3]=1.[CH:9]([C:11]1[CH:16]=[CH:15][C:14](B(O)O)=[CH:13][CH:12]=1)=[O:10], predict the reaction product. The product is: [Br:8][C:5]1[CH:6]=[CH:7][C:2]([C:14]2[CH:15]=[CH:16][C:11]([CH:9]=[O:10])=[CH:12][CH:13]=2)=[N:3][CH:4]=1. (4) Given the reactants Cl[C:2]1[CH:17]=[CH:16][C:5]([C:6]([NH:8][C:9]2[CH:14]=[CH:13][C:12]([F:15])=[CH:11][CH:10]=2)=[O:7])=[CH:4][N:3]=1.[I-:18].[Na+].C(Cl)(=O)C, predict the reaction product. The product is: [F:15][C:12]1[CH:13]=[CH:14][C:9]([NH:8][C:6](=[O:7])[C:5]2[CH:16]=[CH:17][C:2]([I:18])=[N:3][CH:4]=2)=[CH:10][CH:11]=1. (5) Given the reactants [F:1][CH2:2][C:3]1([C:11]([O:13][CH:14]([CH3:16])[CH3:15])=[O:12])[CH2:6][C:5](OC)([O:7]C)[CH2:4]1.Cl, predict the reaction product. The product is: [F:1][CH2:2][C:3]1([C:11]([O:13][CH:14]([CH3:16])[CH3:15])=[O:12])[CH2:6][C:5](=[O:7])[CH2:4]1. (6) Given the reactants [CH3:1][O:2][C:3]([C:5]1[C:10](O)=[CH:9][C:8](=[O:12])[N:7]([C:13]2[CH:18]=[CH:17][CH:16]=[CH:15][CH:14]=2)[N:6]=1)=[O:4].P(Cl)(Cl)([Cl:21])=O, predict the reaction product. The product is: [CH3:1][O:2][C:3]([C:5]1[C:10]([Cl:21])=[CH:9][C:8](=[O:12])[N:7]([C:13]2[CH:18]=[CH:17][CH:16]=[CH:15][CH:14]=2)[N:6]=1)=[O:4]. (7) Given the reactants [Cl:1][C:2]1[C:7]([S:8]([CH3:11])(=[O:10])=[O:9])=[CH:6][C:5]([C:12]2[N:13]([C:33](Cl)=[O:34])[C@@:14]([C:26]3[CH:31]=[CH:30][C:29]([Cl:32])=[CH:28][CH:27]=3)([CH3:25])[C@@:15]([C:18]3[CH:23]=[CH:22][C:21]([Cl:24])=[CH:20][CH:19]=3)([CH3:17])[N:16]=2)=[C:4]([O:36][CH2:37][CH3:38])[CH:3]=1.[CH3:39][S:40]([CH2:43][CH2:44][CH:45]1[CH2:50][CH2:49][NH:48][CH2:47][CH2:46]1)(=[O:42])=[O:41], predict the reaction product. The product is: [Cl:1][C:2]1[C:7]([S:8]([CH3:11])(=[O:10])=[O:9])=[CH:6][C:5]([C:12]2[N:13]([C:33]([N:48]3[CH2:49][CH2:50][CH:45]([CH2:44][CH2:43][S:40]([CH3:39])(=[O:42])=[O:41])[CH2:46][CH2:47]3)=[O:34])[C@@:14]([C:26]3[CH:31]=[CH:30][C:29]([Cl:32])=[CH:28][CH:27]=3)([CH3:25])[C@@:15]([C:18]3[CH:19]=[CH:20][C:21]([Cl:24])=[CH:22][CH:23]=3)([CH3:17])[N:16]=2)=[C:4]([O:36][CH2:37][CH3:38])[CH:3]=1.